This data is from Full USPTO retrosynthesis dataset with 1.9M reactions from patents (1976-2016). The task is: Predict the reactants needed to synthesize the given product. (1) Given the product [N:3]1([C:1]([O:21][CH2:20][CH2:19][N:13]2[CH2:18][CH2:17][O:16][CH2:15][CH2:14]2)=[O:2])[CH:7]=[CH:6][N:5]=[CH:4]1, predict the reactants needed to synthesize it. The reactants are: [C:1](N1C=CN=C1)([N:3]1[CH:7]=[CH:6][N:5]=[CH:4]1)=[O:2].[N:13]1([CH2:19][CH2:20][OH:21])[CH2:18][CH2:17][O:16][CH2:15][CH2:14]1.CCOCC. (2) Given the product [C:1]([O:5][C:6]([N:8]1[CH2:13][CH2:12][CH:11]([CH:16]([C:15]([OH:23])=[O:22])[C:17]([OH:19])=[O:18])[CH2:10][CH2:9]1)=[O:7])([CH3:4])([CH3:3])[CH3:2], predict the reactants needed to synthesize it. The reactants are: [C:1]([O:5][C:6]([N:8]1[CH2:13][CH2:12][C:11](=O)[CH2:10][CH2:9]1)=[O:7])([CH3:4])([CH3:3])[CH3:2].[C:15]([O:23]CC)(=[O:22])[CH2:16][C:17]([O:19]CC)=[O:18].N1C=CC=CC=1.O. (3) Given the product [C:1]([O:5][C:6]([N:8]([CH2:21][CH:22]1[CH2:27][CH2:26][N:25]([C:28]2[CH:29]=[C:30]([CH:36]=[CH:37][CH:38]=2)[C:31]([OH:33])=[O:32])[CH2:24][CH:23]1[C:39]1[CH:40]=[CH:41][CH:42]=[CH:43][CH:44]=1)[C@@H:9]([C:11]1[C:20]2[C:15](=[CH:16][CH:17]=[CH:18][CH:19]=2)[CH:14]=[CH:13][CH:12]=1)[CH3:10])=[O:7])([CH3:2])([CH3:3])[CH3:4], predict the reactants needed to synthesize it. The reactants are: [C:1]([O:5][C:6]([N:8]([CH2:21][CH:22]1[CH2:27][CH2:26][N:25]([C:28]2[CH:29]=[C:30]([CH:36]=[CH:37][CH:38]=2)[C:31]([O:33]CC)=[O:32])[CH2:24][CH:23]1[C:39]1[CH:44]=[CH:43][CH:42]=[CH:41][CH:40]=1)[C@@H:9]([C:11]1[C:20]2[C:15](=[CH:16][CH:17]=[CH:18][CH:19]=2)[CH:14]=[CH:13][CH:12]=1)[CH3:10])=[O:7])([CH3:4])([CH3:3])[CH3:2].C1COCC1.[OH-].[Na+].Cl. (4) The reactants are: N1C=CC=CC=1.[O:7]1[C:12]2[CH:13]=[CH:14][CH:15]=[CH:16][C:11]=2[NH:10][CH2:9][CH2:8]1.[Cl:17][C:18]1[CH:19]=[C:20]([CH:26]=[CH:27][CH:28]=1)[CH:21]=[CH:22][C:23](Cl)=[O:24].O. Given the product [Cl:17][C:18]1[CH:19]=[C:20]([CH:21]=[CH:22][C:23]([N:10]2[C:11]3[CH:16]=[CH:15][CH:14]=[CH:13][C:12]=3[O:7][CH2:8][CH2:9]2)=[O:24])[CH:26]=[CH:27][CH:28]=1, predict the reactants needed to synthesize it. (5) The reactants are: C(N(CC)CC)C.F[C:9](F)(F)[C:10]([OH:12])=[O:11].[CH2:15]([N:22]([CH3:50])[CH2:23][CH2:24][CH:25]1[N:30]2[C:31](=[O:40])[N:32]([CH:37]([CH3:39])[CH3:38])[C:33](=[O:36])[C:34](O)=[C:29]2[C:28](=[O:41])[N:27]([CH2:42][C:43]2[CH:48]=[CH:47][C:46]([F:49])=[CH:45][CH:44]=2)[CH2:26]1)[C:16]1[CH:21]=[CH:20][CH:19]=[CH:18][CH:17]=1.C(Cl)(=O)C. Given the product [C:10]([O:12][C:34]1[C:33](=[O:36])[N:32]([CH:37]([CH3:38])[CH3:39])[C:31](=[O:40])[N:30]2[CH:25]([CH2:24][CH2:23][N:22]([CH2:15][C:16]3[CH:21]=[CH:20][CH:19]=[CH:18][CH:17]=3)[CH3:50])[CH2:26][N:27]([CH2:42][C:43]3[CH:48]=[CH:47][C:46]([F:49])=[CH:45][CH:44]=3)[C:28](=[O:41])[C:29]=12)(=[O:11])[CH3:9], predict the reactants needed to synthesize it. (6) Given the product [OH:31][C@@:24]1([C:22]#[C:23][C:2]2[CH:3]=[C:4]([C:8]3[C:9]4[S:21][CH:20]=[CH:19][C:10]=4[N:11]=[C:12]([C:14]([O:16][CH2:17][CH3:18])=[O:15])[N:13]=3)[CH:5]=[CH:6][CH:7]=2)[CH2:28][CH2:27][N:26]([CH3:29])[C:25]1=[O:30], predict the reactants needed to synthesize it. The reactants are: Br[C:2]1[CH:3]=[C:4]([C:8]2[C:9]3[S:21][CH:20]=[CH:19][C:10]=3[N:11]=[C:12]([C:14]([O:16][CH2:17][CH3:18])=[O:15])[N:13]=2)[CH:5]=[CH:6][CH:7]=1.[C:22]([C@:24]1([OH:31])[CH2:28][CH2:27][N:26]([CH3:29])[C:25]1=[O:30])#[CH:23]. (7) Given the product [ClH:38].[ClH:38].[CH2:39]([O:41][C:30]([C:27]1[CH:28]=[C:29]2[C:24](=[CH:25][CH:26]=1)[NH:23][N:22]=[C:21]2[C:16]1[CH:15]=[CH:14][C:13]2[C:18](=[CH:19][CH:20]=[C:11]([O:10][CH2:9][CH2:8][N:3]3[CH:4]([CH3:7])[CH2:5][CH2:6][CH:2]3[CH3:1])[CH:12]=2)[CH:17]=1)=[NH:31])[CH3:40], predict the reactants needed to synthesize it. The reactants are: [CH3:1][CH:2]1[CH2:6][CH2:5][CH:4]([CH3:7])[N:3]1[CH2:8][CH2:9][O:10][C:11]1[CH:12]=[C:13]2[C:18](=[CH:19][CH:20]=1)[CH:17]=[C:16]([C:21]1[C:29]3[C:24](=[CH:25][CH:26]=[C:27]([C:30]#[N:31])[CH:28]=3)[N:23](C3CCCCO3)[N:22]=1)[CH:15]=[CH:14]2.[ClH:38].[CH2:39]([OH:41])[CH3:40]. (8) Given the product [Cl:18][C:16]1[CH:15]=[CH:14][C:12]2[N:13]=[C:9]([NH:7][C@H:3]3[C@@H:4]([NH2:6])[CH2:5][O:1][CH2:2]3)[S:10][C:11]=2[CH:17]=1, predict the reactants needed to synthesize it. The reactants are: [O:1]1[CH2:5][C@H:4]([NH2:6])[C@H:3]([NH2:7])[CH2:2]1.Cl[C:9]1[S:10][C:11]2[CH:17]=[C:16]([Cl:18])[CH:15]=[CH:14][C:12]=2[N:13]=1.C(=O)(O)[O-].[Na+].C(O)(C)C. (9) Given the product [CH3:17]/[C:6](/[C:7]#[C:8][C:9]1[CH:10]=[C:11]([Cl:16])[CH:12]=[C:13]([Cl:15])[CH:14]=1)=[CH:5]\[CH2:4][OH:3], predict the reactants needed to synthesize it. The reactants are: C([O:3][C:4](=O)/[CH:5]=[C:6](\[CH3:17])/[C:7]#[C:8][C:9]1[CH:14]=[C:13]([Cl:15])[CH:12]=[C:11]([Cl:16])[CH:10]=1)C.[H-].C([Al+]CC(C)C)C(C)C.[Cl-].[NH4+].C(OCC)(=O)C.